This data is from Forward reaction prediction with 1.9M reactions from USPTO patents (1976-2016). The task is: Predict the product of the given reaction. (1) Given the reactants [N+:1]([C:4]1[CH:5]=[C:6]([NH:14][C:15](=[O:21])[O:16][C:17]([CH3:20])([CH3:19])[CH3:18])[CH:7]=[C:8]([C:10]([F:13])([F:12])[F:11])[CH:9]=1)([O-:3])=[O:2].C(=O)([O-])[O-].[Cs+].[Cs+].Cl.[CH3:29][N:30]([CH3:35])[CH2:31][CH2:32][CH2:33]Cl, predict the reaction product. The product is: [CH3:29][N:30]([CH3:35])[CH2:31][CH2:32][CH2:33][N:14]([C:6]1[CH:7]=[C:8]([C:10]([F:11])([F:12])[F:13])[CH:9]=[C:4]([N+:1]([O-:3])=[O:2])[CH:5]=1)[C:15](=[O:21])[O:16][C:17]([CH3:18])([CH3:20])[CH3:19]. (2) Given the reactants C([O:3][C:4]([C:6]1[N:7]([C:27]2[CH:32]=[CH:31][C:30]([O:33][CH:34]([CH3:36])[CH3:35])=[CH:29][CH:28]=2)[C:8]2[C:13]([C:14]=1[N:15]([C:23](=[O:25])[CH3:24])C(OC(C)(C)C)=O)=[CH:12][C:11]([OH:26])=[CH:10][CH:9]=2)=[O:5])C.[O:37]1[C:41]2[CH:42]=[CH:43][C:44](B(O)O)=[CH:45][C:40]=2[O:39][CH2:38]1, predict the reaction product. The product is: [C:23]([NH:15][C:14]1[C:13]2[C:8](=[CH:9][CH:10]=[C:11]([O:26][C:44]3[CH:43]=[CH:42][C:41]4[O:37][CH2:38][O:39][C:40]=4[CH:45]=3)[CH:12]=2)[N:7]([C:27]2[CH:28]=[CH:29][C:30]([O:33][CH:34]([CH3:36])[CH3:35])=[CH:31][CH:32]=2)[C:6]=1[C:4]([OH:3])=[O:5])(=[O:25])[CH3:24]. (3) Given the reactants [N+:1]([CH2:4][CH2:5][C:6]([C:8]1[CH:13]=[CH:12][C:11]([CH2:14][CH2:15][CH2:16][CH2:17][CH2:18][CH2:19][CH2:20][CH3:21])=[CH:10][CH:9]=1)=O)([O-:3])=[O:2].C([SiH](CC)CC)C.O, predict the reaction product. The product is: [N+:1]([CH2:4][CH2:5][CH2:6][C:8]1[CH:9]=[CH:10][C:11]([CH2:14][CH2:15][CH2:16][CH2:17][CH2:18][CH2:19][CH2:20][CH3:21])=[CH:12][CH:13]=1)([O-:3])=[O:2]. (4) Given the reactants [Si]([O:8][CH2:9][CH2:10][C:11]1[CH:30]=[CH:29][C:14]([CH2:15][N:16]2[CH2:21][CH2:20][N:19]([C:22]([O:24][C:25]([CH3:28])([CH3:27])[CH3:26])=[O:23])[CH2:18][CH2:17]2)=[CH:13][CH:12]=1)(C(C)(C)C)(C)C.CCCC[N+](CCCC)(CCCC)CCCC.[F-], predict the reaction product. The product is: [OH:8][CH2:9][CH2:10][C:11]1[CH:12]=[CH:13][C:14]([CH2:15][N:16]2[CH2:21][CH2:20][N:19]([C:22]([O:24][C:25]([CH3:26])([CH3:28])[CH3:27])=[O:23])[CH2:18][CH2:17]2)=[CH:29][CH:30]=1. (5) The product is: [CH3:24][O:25][C:2]1[CH:7]=[CH:6][C:5]([NH:8][C:9]2[S:10][CH:11]=[C:12]([C:14]3[S:18][C:17]([NH:19][C:20]([NH2:22])=[NH:21])=[N:16][C:15]=3[CH3:23])[N:13]=2)=[CH:4][CH:3]=1. Given the reactants N[C:2]1[CH:7]=[CH:6][C:5]([NH:8][C:9]2[S:10][CH:11]=[C:12]([C:14]3[S:18][C:17]([NH:19][C:20]([NH2:22])=[NH:21])=[N:16][C:15]=3[CH3:23])[N:13]=2)=[CH:4][CH:3]=1.[CH3:24][O:25]C1C=CC(NC(N)=S)=CC=1, predict the reaction product. (6) The product is: [CH2:17]([Si:3]([CH2:15][CH3:16])([CH2:1][CH3:2])[N:4]([CH2:8][C:9]1[CH:14]=[CH:13][CH:12]=[CH:11][CH:10]=1)[CH2:5][CH2:6][CH2:7][Si:20]([CH3:19])([O:24][CH2:25][CH3:26])[O:21][CH2:22][CH3:23])[CH3:18]. Given the reactants [CH2:1]([Si:3]([CH2:17][CH3:18])([CH2:15][CH3:16])[N:4]([CH2:8][C:9]1[CH:14]=[CH:13][CH:12]=[CH:11][CH:10]=1)[CH2:5][CH:6]=[CH2:7])[CH3:2].[CH3:19][SiH:20]([O:24][CH2:25][CH3:26])[O:21][CH2:22][CH3:23], predict the reaction product. (7) Given the reactants [CH3:1][C:2]1[C:14]([C:15](=[O:17])[CH3:16])=[C:13]([C:18]2[CH:23]=[CH:22][CH:21]=[CH:20][CH:19]=2)[C:12]2[C:11]3[CH2:10][CH2:9][NH:8][CH2:7][C:6]=3[S:5][C:4]=2[N:3]=1, predict the reaction product. The product is: [CH3:1][C:2]1[C:14]([C:15](=[O:17])[CH3:16])=[C:13]([C:18]2[CH:23]=[CH:22][CH:21]=[CH:20][CH:19]=2)[C:12]2[C:11]3[C:6](=[CH:7][N:8]=[CH:9][CH:10]=3)[S:5][C:4]=2[N:3]=1. (8) Given the reactants [Cl:1][C:2]1[CH:10]=[CH:9][C:5]([C:6]([OH:8])=O)=[C:4]([CH3:11])[CH:3]=1.C([O:14][C:15](=[O:37])[C:16]([O:19][C:20]1[CH:25]=[CH:24][C:23]([O:26][C:27]2[CH:32]=[CH:31][CH:30]=[C:29]([CH2:33][NH2:34])[CH:28]=2)=[CH:22][C:21]=1[CH2:35]C)([CH3:18])[CH3:17])C, predict the reaction product. The product is: [Cl:1][C:2]1[CH:10]=[CH:9][C:5]([C:6]([NH:34][CH2:33][C:29]2[CH:28]=[C:27]([CH:32]=[CH:31][CH:30]=2)[O:26][C:23]2[CH:24]=[CH:25][C:20]([O:19][C:16]([CH3:18])([CH3:17])[C:15]([OH:37])=[O:14])=[C:21]([CH3:35])[CH:22]=2)=[O:8])=[C:4]([CH3:11])[CH:3]=1. (9) Given the reactants [OH:1][C:2]([C:28]([F:31])([F:30])[F:29])([CH2:16][C:17]([C:20]1[CH:25]=[CH:24][C:23]([O:26][CH3:27])=[CH:22][CH:21]=1)([CH3:19])[CH3:18])[C:3]([NH:5][C:6]1[CH:7]=[C:8]2[C:13](=[CH:14][CH:15]=1)[C:11](=[O:12])[O:10][CH2:9]2)=[O:4].[Cl:32]N1C(=O)CCC1=O, predict the reaction product. The product is: [Cl:32][C:24]1[CH:25]=[C:20]([C:17]([CH3:18])([CH3:19])[CH2:16][C:2]([OH:1])([C:28]([F:31])([F:29])[F:30])[C:3]([NH:5][C:6]2[CH:7]=[C:8]3[C:13](=[CH:14][CH:15]=2)[C:11](=[O:12])[O:10][CH2:9]3)=[O:4])[CH:21]=[CH:22][C:23]=1[O:26][CH3:27].